From a dataset of Forward reaction prediction with 1.9M reactions from USPTO patents (1976-2016). Predict the product of the given reaction. (1) Given the reactants [C:1]([O:4][C@@H:5]1[C@@H:18]([O:19][C:20](=[O:22])[CH3:21])[C@H:17]([O:23][C:24](=[O:26])[CH3:25])[CH2:16][S:15][C@H:6]1[O:7][C:8]1[CH:9]=[N:10][C:11](Br)=[CH:12][CH:13]=1)(=[O:3])[CH3:2].[Cl:27][C:28]1[N:33]=[CH:32][C:31](B(O)O)=[CH:30][CH:29]=1, predict the reaction product. The product is: [C:1]([O:4][C@@H:5]1[C@@H:18]([O:19][C:20](=[O:22])[CH3:21])[C@H:17]([O:23][C:24](=[O:26])[CH3:25])[CH2:16][S:15][C@H:6]1[O:7][C:8]1[CH:9]=[N:10][C:11]([C:31]2[CH:32]=[N:33][C:28]([Cl:27])=[CH:29][CH:30]=2)=[CH:12][CH:13]=1)(=[O:3])[CH3:2]. (2) Given the reactants [CH2:1](Br)[C:2]1[CH:7]=[CH:6][CH:5]=[CH:4][CH:3]=1.[F:9][C:10]1[CH:11]=[C:12]([NH:21][C:22]([C@@H:24]2[N:33]([C:34]([C@@H:36]3[CH2:39][C@H:38]([CH2:40][C:41]([OH:43])=[O:42])[CH2:37]3)=[O:35])[CH2:32][CH2:31][C:30]3[N:29]=[C:28]([O:44][CH3:45])[CH:27]=[CH:26][C:25]2=3)=[O:23])[CH:13]=[C:14]2[C:18]=1[C:17]([CH3:20])([CH3:19])[CH2:16][CH2:15]2.C(=O)([O-])[O-].[K+].[K+].O, predict the reaction product. The product is: [F:9][C:10]1[CH:11]=[C:12]([NH:21][C:22]([C@@H:24]2[N:33]([C:34]([C@@H:36]3[CH2:39][C@H:38]([CH2:40][C:41]([O:43][CH2:1][C:2]4[CH:7]=[CH:6][CH:5]=[CH:4][CH:3]=4)=[O:42])[CH2:37]3)=[O:35])[CH2:32][CH2:31][C:30]3[N:29]=[C:28]([O:44][CH3:45])[CH:27]=[CH:26][C:25]2=3)=[O:23])[CH:13]=[C:14]2[C:18]=1[C:17]([CH3:20])([CH3:19])[CH2:16][CH2:15]2. (3) Given the reactants [C:1]([O:4][CH2:5][C:6](=O)[CH2:7][C:8]([O:10][CH2:11][CH3:12])=[O:9])(=[O:3])[CH3:2].[Br:14][C:15]1[CH:16]=[C:17]([CH:20]=[CH:21][C:22]=1[F:23])[CH:18]=O.[NH2:24][C:25]1[N:29]([CH3:30])[NH:28][C:27](=[O:31])[CH:26]=1, predict the reaction product. The product is: [C:1]([O:4][CH2:5][C:6]1[NH:24][C:25]2[N:29]([CH3:30])[NH:28][C:27](=[O:31])[C:26]=2[CH:18]([C:17]2[CH:20]=[CH:21][C:22]([F:23])=[C:15]([Br:14])[CH:16]=2)[C:7]=1[C:8]([O:10][CH2:11][CH3:12])=[O:9])(=[O:3])[CH3:2].